From a dataset of Reaction yield outcomes from USPTO patents with 853,638 reactions. Predict the reaction yield, written as a fraction of the theoretical maximum amount of product (1.0 means a 100% yield; for example, 0.34 means a 34% yield). (1) The reactants are [CH2:1]([O:3][C:4](=[O:18])[C:5]1[CH:10]=[C:9]([O:11][CH2:12][CH3:13])[C:8]([NH2:14])=[C:7]([O:15][CH2:16][CH3:17])[CH:6]=1)[CH3:2].C(O)(=O)C.CO[CH:25]1[CH2:29][CH2:28][CH:27](OC)O1. The catalyst is CCCCCCC. The product is [CH2:1]([O:3][C:4](=[O:18])[C:5]1[CH:10]=[C:9]([O:11][CH2:12][CH3:13])[C:8]([N:14]2[CH:25]=[CH:29][CH:28]=[CH:27]2)=[C:7]([O:15][CH2:16][CH3:17])[CH:6]=1)[CH3:2]. The yield is 0.820. (2) The reactants are Br[C:2]1[CH:3]=[C:4]([C:15]([NH:17][CH2:18][C:19]2[C:20](=[O:27])[NH:21][C:22]([CH3:26])=[CH:23][C:24]=2[CH3:25])=[O:16])[C:5]2[CH:10]=[N:9][N:8]([CH:11]3[CH2:14][O:13][CH2:12]3)[C:6]=2[N:7]=1.[CH3:28][C:29]1([CH3:46])[CH2:34][C:33](B2OC(C)(C)C(C)(C)O2)=[CH:32][C:31]([CH3:45])([CH3:44])[NH:30]1.C([O-])([O-])=O.[Na+].[Na+].CCOC(C)=O. The catalyst is O1CCOCC1.C1C=CC([P]([Pd]([P](C2C=CC=CC=2)(C2C=CC=CC=2)C2C=CC=CC=2)([P](C2C=CC=CC=2)(C2C=CC=CC=2)C2C=CC=CC=2)[P](C2C=CC=CC=2)(C2C=CC=CC=2)C2C=CC=CC=2)(C2C=CC=CC=2)C2C=CC=CC=2)=CC=1. The product is [CH3:25][C:24]1[CH:23]=[C:22]([CH3:26])[NH:21][C:20](=[O:27])[C:19]=1[CH2:18][NH:17][C:15]([C:4]1[C:5]2[CH:10]=[N:9][N:8]([CH:11]3[CH2:14][O:13][CH2:12]3)[C:6]=2[N:7]=[C:2]([C:33]2[CH2:32][C:31]([CH3:45])([CH3:44])[NH:30][C:29]([CH3:46])([CH3:28])[CH:34]=2)[CH:3]=1)=[O:16]. The yield is 0.440. (3) The reactants are [OH:1][C:2]1[C:3]([CH3:11])=[C:4]([CH:8]=[CH:9][CH:10]=1)[C:5]([OH:7])=[O:6].OS(O)(=O)=O.[CH3:17]O. No catalyst specified. The product is [CH3:17][O:6][C:5](=[O:7])[C:4]1[CH:8]=[CH:9][CH:10]=[C:2]([OH:1])[C:3]=1[CH3:11]. The yield is 0.870. (4) The reactants are [C:1]([CH2:3][CH2:4][NH:5][CH2:6][CH2:7][C:8]#[N:9])#[N:2].[CH2:10](Cl)[C:11]1[CH:16]=[CH:15][CH:14]=[CH:13][CH:12]=1.C(=O)([O-])[O-].[Na+].[Na+]. The catalyst is [I-].[Na+].C(#N)C. The product is [CH2:10]([N:5]([CH2:6][CH2:7][C:8]#[N:9])[CH2:4][CH2:3][C:1]#[N:2])[C:11]1[CH:16]=[CH:15][CH:14]=[CH:13][CH:12]=1. The yield is 0.890. (5) The reactants are Cl[C:2]1[N:10]=[C:9]([Sn:11]([CH2:20][CH2:21][CH2:22][CH3:23])([CH2:16][CH2:17][CH2:18][CH3:19])[CH2:12][CH2:13][CH2:14][CH3:15])[N:8]=[C:7]2[C:3]=1[N:4]=[CH:5][N:6]2[CH:24]1[CH2:29][CH2:28][CH2:27][CH2:26][O:25]1.[NH:30]1[CH2:35][CH2:34][O:33][CH2:32][CH2:31]1. The catalyst is C(#N)C. The product is [N:30]1([C:2]2[N:10]=[C:9]([Sn:11]([CH2:20][CH2:21][CH2:22][CH3:23])([CH2:16][CH2:17][CH2:18][CH3:19])[CH2:12][CH2:13][CH2:14][CH3:15])[N:8]=[C:7]3[C:3]=2[N:4]=[CH:5][N:6]3[CH:24]2[CH2:29][CH2:28][CH2:27][CH2:26][O:25]2)[CH2:35][CH2:34][O:33][CH2:32][CH2:31]1. The yield is 0.910. (6) The yield is 0.930. The catalyst is ClCCl. The reactants are [CH3:1][N:2]1[CH2:7][CH2:6][N:5]([C:8]2[CH:20]=[CH:19][C:11]([C:12]([O:14][C:15]([CH3:18])([CH3:17])[CH3:16])=[O:13])=[C:10]([NH:21][CH:22]3[CH2:27][CH2:26][N:25]([CH3:28])[CH2:24][CH2:23]3)[CH:9]=2)[CH2:4][CH2:3]1.C(N(CC)CC)C.[F:36][C:37]([F:48])([F:47])[C:38](O[C:38](=[O:39])[C:37]([F:48])([F:47])[F:36])=[O:39]. The product is [CH3:1][N:2]1[CH2:3][CH2:4][N:5]([C:8]2[CH:20]=[CH:19][C:11]([C:12]([O:14][C:15]([CH3:18])([CH3:17])[CH3:16])=[O:13])=[C:10]([N:21]([CH:22]3[CH2:27][CH2:26][N:25]([CH3:28])[CH2:24][CH2:23]3)[C:38](=[O:39])[C:37]([F:48])([F:47])[F:36])[CH:9]=2)[CH2:6][CH2:7]1. (7) The reactants are [NH2:1][C:2]1[S:3][C:4]2[CH:10]=[C:9]([O:11][C:12]3[CH:13]=[C:14]([NH:20][C:21](=[O:33])[C:22]4[CH:27]=[CH:26][CH:25]=[C:24]([C:28]([C:31]#[N:32])([CH3:30])[CH3:29])[CH:23]=4)[CH:15]=[CH:16][C:17]=3[O:18][CH3:19])[CH:8]=[CH:7][C:5]=2[N:6]=1.[O:34]1[CH:38]=[C:37]([C:39](O)=[O:40])[N:36]=[CH:35]1.Cl.C(N=C=NCCCN(C)C)C.ON1C2C=CC=CC=2N=N1.C(N(C(C)C)C(C)C)C. The catalyst is CN(C)C=O.O. The product is [C:31]([C:28]([C:24]1[CH:23]=[C:22]([CH:27]=[CH:26][CH:25]=1)[C:21]([NH:20][C:14]1[CH:15]=[CH:16][C:17]([O:18][CH3:19])=[C:12]([CH:13]=1)[O:11][C:9]1[CH:8]=[CH:7][C:5]2[N:6]=[C:2]([NH:1][C:39]([C:37]3[N:36]=[CH:35][O:34][CH:38]=3)=[O:40])[S:3][C:4]=2[CH:10]=1)=[O:33])([CH3:30])[CH3:29])#[N:32]. The yield is 0.660. (8) The reactants are Cl[C:2]1[CH:3]=[CH:4][C:5]2[C:15]3[C:10](=[CH:11][N:12]=[CH:13][CH:14]=3)[CH2:9][O:8][C:6]=2[CH:7]=1.[OH:16][CH2:17][C@@H:18]([NH:23][C:24](=[O:30])[O:25][C:26]([CH3:29])([CH3:28])[CH3:27])[CH2:19][CH:20]([CH3:22])[CH3:21].C(P(C(C)(C)C)C1C=CC=CC=1C1C(C(C)C)=CC(C(C)C)=CC=1C(C)C)(C)(C)C.C(=O)([O-])[O-].[Cs+].[Cs+]. The catalyst is C([O-])(=O)C.[Pd+2].C([O-])(=O)C.C1(C)C=CC=CC=1. The product is [CH:14]1[CH:13]=[N:12][CH:11]=[C:10]2[CH2:9][O:8][C:6]3[CH:7]=[C:2]([O:16][CH2:17][CH:18]([NH:23][C:24](=[O:30])[O:25][C:26]([CH3:27])([CH3:29])[CH3:28])[CH2:19][CH:20]([CH3:22])[CH3:21])[CH:3]=[CH:4][C:5]=3[C:15]=12. The yield is 0.450. (9) The reactants are Br[C:2]1[CH:3]=[C:4]2[C:8](=[CH:9][CH:10]=1)[NH:7][C:6]([C:11]([O:13][CH2:14][CH3:15])=[O:12])=[CH:5]2.[CH:16]#[C:17][CH3:18].P(C(C)(C)C)(C(C)(C)C)C(C)(C)C.C(NC(C)C)(C)C. The catalyst is O1CCOCC1.C1C=CC(C#N)=CC=1.C1C=CC(C#N)=CC=1.Cl[Pd]Cl.[Cu]I.CCOC(C)=O.CCCCCC. The product is [C:16]([C:2]1[CH:3]=[C:4]2[C:8](=[CH:9][CH:10]=1)[NH:7][C:6]([C:11]([O:13][CH2:14][CH3:15])=[O:12])=[CH:5]2)#[C:17][CH3:18]. The yield is 0.720.